From a dataset of Catalyst prediction with 721,799 reactions and 888 catalyst types from USPTO. Predict which catalyst facilitates the given reaction. (1) Reactant: C1C2C(COC(=O)[NH:17][CH:18]3[CH:26]4[C:27](=[O:46])[CH2:28][CH:29]([C:31](=[O:45])[NH:32][CH:33]([C:35]5[C:44]6[C:39](=[CH:40][CH:41]=[CH:42][CH:43]=6)[CH:38]=[CH:37][CH:36]=5)[CH3:34])[CH2:30][N:24]5[C:25]4=[C:21]([CH:22]=[CH:23]5)[CH2:20][CH2:19]3)C3C(=CC=CC=3)C=2C=CC=1.C(NCC)C. Product: [C:35]1([CH:33]([NH:32][C:31]([CH:29]2[CH2:30][N:24]3[C:25]4[CH:26]([CH:18]([NH2:17])[CH2:19][CH2:20][C:21]=4[CH:22]=[CH:23]3)[C:27](=[O:46])[CH2:28]2)=[O:45])[CH3:34])[C:44]2[C:39](=[CH:40][CH:41]=[CH:42][CH:43]=2)[CH:38]=[CH:37][CH:36]=1. The catalyst class is: 2. (2) Reactant: [CH2:1]1[CH:3]([CH:4](O)C#N)[CH2:2]1.[C:8]([O:12][C:13](=[O:16])[NH:14][NH2:15])([CH3:11])([CH3:10])[CH3:9]. Product: [C:8]([O:12][C:13]([NH:14][N:15]=[CH:4][CH:3]1[CH2:2][CH2:1]1)=[O:16])([CH3:11])([CH3:10])[CH3:9]. The catalyst class is: 5. (3) Reactant: [Br-:1].[Mg+2].[Br-].S(O[CH2:9][CH2:10][CH:11]([CH2:13][CH2:14][CH2:15][CH:16]([CH2:18][CH2:19][CH2:20][CH:21]([CH2:23][CH2:24][CH2:25][CH:26]([CH3:28])[CH3:27])[CH3:22])[CH3:17])[CH3:12])(=O)(=O)C.O. Product: [CH2:9]([Br:1])[CH2:10][CH:11]([CH2:13][CH2:14][CH2:15][CH:16]([CH2:18][CH2:19][CH2:20][CH:21]([CH2:23][CH2:24][CH2:25][CH:26]([CH3:28])[CH3:27])[CH3:22])[CH3:17])[CH3:12]. The catalyst class is: 28. (4) Reactant: [N+]([C:4]1[NH:5][CH:6]=[C:7]([N+:9]([O-:11])=[O:10])[N:8]=1)([O-])=O.[CH3:12][C:13]1([CH2:16][NH:17][C:18](=[O:28])[O:19][CH2:20][C:21]2[CH:26]=[CH:25][C:24]([Cl:27])=[CH:23][CH:22]=2)[CH2:15][O:14]1.C([O-])(=O)C.[Na+].O. Product: [CH3:15][C:13]1([CH2:16][NH:17][C:18](=[O:28])[O:19][CH2:20][C:21]2[CH:22]=[CH:23][C:24]([Cl:27])=[CH:25][CH:26]=2)[O:14][C:4]2=[N:8][C:7]([N+:9]([O-:11])=[O:10])=[CH:6][N:5]2[CH2:12]1. The catalyst class is: 8. (5) Reactant: [CH3:1][O:2][C:3]1[C:11]([O:12][CH3:13])=[CH:10][C:9]2[C:5](=[CH:6][N:7]([CH2:14][O:15][CH2:16][CH2:17][Si:18]([CH3:21])([CH3:20])[CH3:19])[N:8]=2)[CH:4]=1.[Li]CCCC.[C:27](Cl)(=[O:29])[CH3:28].[NH4+].[Cl-]. Product: [CH3:1][O:2][C:3]1[C:11]([O:12][CH3:13])=[CH:10][C:9]2[C:5](=[C:6]([C:27](=[O:29])[CH3:28])[N:7]([CH2:14][O:15][CH2:16][CH2:17][Si:18]([CH3:19])([CH3:21])[CH3:20])[N:8]=2)[CH:4]=1. The catalyst class is: 1. (6) Reactant: [CH3:1][N:2]([CH3:7])[CH2:3][CH2:4][CH2:5][NH2:6].C(N(CC)CC)C.[N+:15]([C:18]1[CH:23]=[CH:22][CH:21]=[CH:20][C:19]=1[S:24](Cl)(=[O:26])=[O:25])([O-:17])=[O:16]. Product: [CH3:1][N:2]([CH3:7])[CH2:3][CH2:4][CH2:5][NH:6][S:24]([C:19]1[CH:20]=[CH:21][CH:22]=[CH:23][C:18]=1[N+:15]([O-:17])=[O:16])(=[O:25])=[O:26]. The catalyst class is: 4. (7) Reactant: C([N-]C(C)C)(C)C.[Li+].[F:9][C:10]1[CH:11]=[C:12]([C@:16]2([CH2:26][N:27]3[CH:31]=[N:30][CH:29]=[N:28]3)[C@@H:18]([C:19]3[CH:24]=[CH:23][CH:22]=[CH:21][C:20]=3[CH3:25])[O:17]2)[CH:13]=[CH:14][CH:15]=1.[CH3:32][S:33]SC.[Cl-].[NH4+]. Product: [F:9][C:10]1[CH:11]=[C:12]([C@:16]2([CH2:26][N:27]3[C:31]([S:33][CH3:32])=[N:30][CH:29]=[N:28]3)[C@@H:18]([C:19]3[CH:24]=[CH:23][CH:22]=[CH:21][C:20]=3[CH3:25])[O:17]2)[CH:13]=[CH:14][CH:15]=1. The catalyst class is: 7. (8) Product: [CH3:1][O:2][C:3]([C:4]1([CH3:9])[C:10]2[C:11](=[CH:12][C:13]([Br:16])=[CH:14][CH:15]=2)[NH:17][C:5]1=[O:6])=[O:20]. The catalyst class is: 409. Reactant: [CH3:1][O:2][C:3](=[O:20])[C:4]([C:10]1[CH:15]=[CH:14][C:13]([Br:16])=[CH:12][C:11]=1[N+:17]([O-])=O)([CH3:9])[C:5](OC)=[O:6].